Task: Predict which catalyst facilitates the given reaction.. Dataset: Catalyst prediction with 721,799 reactions and 888 catalyst types from USPTO (1) Reactant: C(O[BH-](OC(=O)C)OC(=O)C)(=O)C.[Na+].O=[CH:16][CH2:17][CH2:18][C:19]1[CH:34]=[CH:33][C:22]([O:23][C:24]2[CH:32]=[CH:31][C:27]([C:28]([NH2:30])=[O:29])=[CH:26][N:25]=2)=[CH:21][CH:20]=1.[NH2:35][C:36]1[CH:41]=[CH:40][CH:39]=[CH:38][CH:37]=1.[OH-].[Na+]. Product: [C:36]1([NH:35][CH2:16][CH2:17][CH2:18][C:19]2[CH:34]=[CH:33][C:22]([O:23][C:24]3[CH:32]=[CH:31][C:27]([C:28]([NH2:30])=[O:29])=[CH:26][N:25]=3)=[CH:21][CH:20]=2)[CH:41]=[CH:40][CH:39]=[CH:38][CH:37]=1. The catalyst class is: 26. (2) Reactant: O[CH2:2][C:3]1[CH:4]=[C:5]([NH:9][C:10](=[O:12])[CH3:11])[CH:6]=[CH:7][CH:8]=1.C1(P(C2C=CC=CC=2)C2C=CC=CC=2)C=CC=CC=1.[Br:32]C(Br)(Br)Br. Product: [Br:32][CH2:2][C:3]1[CH:4]=[C:5]([NH:9][C:10](=[O:12])[CH3:11])[CH:6]=[CH:7][CH:8]=1. The catalyst class is: 545.